Dataset: Reaction yield outcomes from USPTO patents with 853,638 reactions. Task: Predict the reaction yield, written as a fraction of the theoretical maximum amount of product (1.0 means a 100% yield; for example, 0.34 means a 34% yield). The reactants are [CH2:1]([O:3][C:4]1[C:10]([CH3:11])=[CH:9][C:7]([NH2:8])=[C:6]([O:12][CH3:13])[CH:5]=1)[CH3:2].[C:14](Cl)(Cl)=[O:15]. The catalyst is CCOC(C)=O. The product is [CH2:1]([O:3][C:4]1[CH:5]=[C:6]([O:12][CH3:13])[C:7]([N:8]=[C:14]=[O:15])=[CH:9][C:10]=1[CH3:11])[CH3:2]. The yield is 0.940.